Dataset: Forward reaction prediction with 1.9M reactions from USPTO patents (1976-2016). Task: Predict the product of the given reaction. (1) Given the reactants [CH2:1]([CH:3]1[CH2:8][CH2:7][CH:6]([O:9][C:10]2[C:19]([C:20]([F:23])([F:22])[F:21])=[C:18]3[C:13]([CH:14]=[CH:15][C:16]([CH:24]([OH:26])[CH3:25])=[CH:17]3)=[CH:12][CH:11]=2)[CH2:5][CH2:4]1)[CH3:2].C(Cl)Cl.CC(OI1(OC(C)=O)(OC(C)=O)OC(=O)C2C=CC=CC1=2)=O, predict the reaction product. The product is: [CH2:1]([C@@H:3]1[CH2:8][CH2:7][C@H:6]([O:9][C:10]2[C:19]([C:20]([F:21])([F:22])[F:23])=[C:18]3[C:13]([CH:14]=[CH:15][C:16]([C:24](=[O:26])[CH3:25])=[CH:17]3)=[CH:12][CH:11]=2)[CH2:5][CH2:4]1)[CH3:2]. (2) Given the reactants [CH3:1][N:2]1[C:10]2[C:5](=[CH:6][CH:7]=[C:8]([NH2:11])[CH:9]=2)[CH:4]=[CH:3]1.Br[CH2:13][C:14]1[CH:24]=[CH:23][C:22]([O:25][CH3:26])=[CH:21][C:15]=1[C:16](OCC)=[O:17].C(N(CC)C(C)C)(C)C.O[Li].O, predict the reaction product. The product is: [CH3:26][O:25][C:22]1[CH:21]=[C:15]2[C:14]([CH2:13][N:11]([C:8]3[CH:9]=[C:10]4[C:5]([CH:4]=[CH:3][N:2]4[CH3:1])=[CH:6][CH:7]=3)[C:16]2=[O:17])=[CH:24][CH:23]=1. (3) The product is: [CH2:1]([O:3][C:4](=[O:17])[C@@H:5]([O:14][CH2:15][CH3:16])[CH2:6][C:7]1[CH:8]=[CH:9][C:10]([OH:13])=[CH:11][CH:12]=1)[C:2]1[CH:8]=[CH:7][CH:6]=[CH:5][CH:4]=1. Given the reactants [CH2:1]([O:3][C:4](=[O:17])[C@@H:5]([O:14][CH2:15][CH3:16])[CH2:6][C:7]1[CH:12]=[CH:11][C:10]([OH:13])=[CH:9][CH:8]=1)[CH3:2].[H-].[Na+], predict the reaction product. (4) Given the reactants [Br:1][C:2]1[C:3]([O:18][C:19]2[CH:24]=[CH:23][C:22]([F:25])=[CH:21][C:20]=2[F:26])=[CH:4][C:5]([O:9][C:10]2[CH:15]=[CH:14][C:13]([F:16])=[CH:12][C:11]=2[F:17])=[C:6]([CH:8]=1)[NH2:7].C(N(CC)CC)C.[CH3:34][S:35](Cl)(=[O:37])=[O:36], predict the reaction product. The product is: [Br:1][C:2]1[C:3]([O:18][C:19]2[CH:24]=[CH:23][C:22]([F:25])=[CH:21][C:20]=2[F:26])=[CH:4][C:5]([O:9][C:10]2[CH:15]=[CH:14][C:13]([F:16])=[CH:12][C:11]=2[F:17])=[C:6]([NH:7][S:35]([CH3:34])(=[O:37])=[O:36])[CH:8]=1. (5) Given the reactants [NH:1]1[CH2:6][CH2:5][CH:4]([CH2:7][CH2:8][CH2:9][CH:10]2[CH2:15][CH2:14][N:13]([CH2:16][CH2:17][OH:18])[CH2:12][CH2:11]2)[CH2:3][CH2:2]1.Cl[C:20]([O:22][C:23]1[CH:28]=[CH:27][C:26]([O:29][C:30]2[CH:35]=[CH:34][C:33]([C:36]([F:39])([F:38])[F:37])=[CH:32][N:31]=2)=[CH:25][CH:24]=1)=[O:21], predict the reaction product. The product is: [F:38][C:36]([F:37])([F:39])[C:33]1[CH:34]=[CH:35][C:30]([O:29][C:26]2[CH:27]=[CH:28][C:23]([O:22][C:20]([N:1]3[CH2:6][CH2:5][CH:4]([CH2:7][CH2:8][CH2:9][CH:10]4[CH2:11][CH2:12][N:13]([CH2:16][CH2:17][OH:18])[CH2:14][CH2:15]4)[CH2:3][CH2:2]3)=[O:21])=[CH:24][CH:25]=2)=[N:31][CH:32]=1. (6) Given the reactants [CH2:1]([O:5][C:6]1[N:14]=[C:13]2[C:9]([N:10]=[C:11]([O:23][CH3:24])[N:12]2[CH2:15][C:16]2[CH:21]=[CH:20][C:19]([OH:22])=[CH:18][CH:17]=2)=[C:8]([NH2:25])[N:7]=1)[CH2:2][CH2:3][CH3:4].[Br:26][CH2:27][CH2:28][CH2:29]Br.C(=O)([O-])[O-].[K+].[K+], predict the reaction product. The product is: [Br:26][CH2:27][CH2:28][CH2:29][O:22][C:19]1[CH:20]=[CH:21][C:16]([CH2:15][N:12]2[C:11]([O:23][CH3:24])=[N:10][C:9]3[C:13]2=[N:14][C:6]([O:5][CH2:1][CH2:2][CH2:3][CH3:4])=[N:7][C:8]=3[NH2:25])=[CH:17][CH:18]=1. (7) Given the reactants [O-]S(C(F)(F)F)(=O)=O.[CH3:9][N+:10]1[CH:14]=[CH:13][N:12]([CH2:15][C:16]([F:19])([F:18])[F:17])[CH:11]=1.[F:20][C:21]([F:33])([F:32])[S:22]([NH:25][C:26](=[O:31])[C:27]([F:30])([F:29])[F:28])(=[O:24])=[O:23].[Na], predict the reaction product. The product is: [F:32][C:21]([F:20])([F:33])[S:22]([NH:25][C:26](=[O:31])[C:27]([F:28])([F:29])[F:30])(=[O:24])=[O:23].[CH3:9][N+:10]1[CH:14]=[CH:13][N:12]([CH2:15][C:16]([F:18])([F:17])[F:19])[CH:11]=1. (8) Given the reactants [NH:1]1[CH2:5][CH2:4][CH2:3][C:2]1=[O:6].[F:7][C:8]([F:19])([F:18])[C:9](O[C:9](=[O:10])[C:8]([F:19])([F:18])[F:7])=[O:10], predict the reaction product. The product is: [F:7][C:8]([F:19])([F:18])[C:9]([N:1]1[CH2:5][CH2:4][CH2:3][C:2]1=[O:6])=[O:10].